Dataset: Reaction yield outcomes from USPTO patents with 853,638 reactions. Task: Predict the reaction yield, written as a fraction of the theoretical maximum amount of product (1.0 means a 100% yield; for example, 0.34 means a 34% yield). (1) The yield is 0.900. The product is [CH3:1][O:2][C:3]1[CH:4]=[CH:5][C:6]([C:9]([C:70]2[CH:75]=[CH:74][C:73]([O:76][CH3:77])=[CH:72][CH:71]=2)([C:64]2[CH:69]=[CH:68][CH:67]=[CH:66][CH:65]=2)[O:10][CH2:11][CH2:12][CH2:13][N:14]([C:46]2[CH:51]=[CH:50][C:49]([N:52]=[N:53][C:54]3[CH:59]=[CH:58][C:57]([N+:60]([O-:62])=[O:61])=[CH:56][C:55]=3[Cl:63])=[CH:48][CH:47]=2)[CH2:15][CH2:16][CH2:17][C:18]([N:20]2[C:31]3[C:23](=[C:24]4[C:28](=[CH:29][CH:30]=3)[NH:27][CH:26]([C:32]([N:87]3[C:88]5[C:89](=[C:90]6[C:94](=[CH:95][CH:96]=5)[NH:93][CH:92]([C:97]([N:99]5[C:110]7[C:102](=[C:103]8[C:107](=[CH:108][CH:109]=7)[NH:106][CH:105]([C:111]([O:113][CH2:114][CH2:115][C:116]7[CH:117]=[CH:118][C:119]([N+:122]([O-:124])=[O:123])=[CH:120][CH:121]=7)=[O:112])[CH2:104]8)[CH:101]=[CH:100]5)=[O:98])[CH2:91]6)[CH:85]=[CH:86]3)=[O:33])[CH2:25]4)[CH:22]=[CH:21]2)=[O:19])=[CH:7][CH:8]=1. The reactants are [CH3:1][O:2][C:3]1[CH:8]=[CH:7][C:6]([C:9]([C:70]2[CH:75]=[CH:74][C:73]([O:76][CH3:77])=[CH:72][CH:71]=2)([C:64]2[CH:69]=[CH:68][CH:67]=[CH:66][CH:65]=2)[O:10][CH2:11][CH2:12][CH2:13][N:14]([C:46]2[CH:51]=[CH:50][C:49]([N:52]=[N:53][C:54]3[CH:59]=[CH:58][C:57]([N+:60]([O-:62])=[O:61])=[CH:56][C:55]=3[Cl:63])=[CH:48][CH:47]=2)[CH2:15][CH2:16][CH2:17][C:18]([N:20]2[C:31]3[C:23](=[C:24]4[C:28](=[CH:29][CH:30]=3)[NH:27][CH:26]([C:32](OC3C(F)=C(F)C(F)=C(F)C=3F)=[O:33])[CH2:25]4)[CH:22]=[CH:21]2)=[O:19])=[CH:5][CH:4]=1.C(N(CC)CC)C.[CH:85]1[C:89]2=[C:90]3[C:94](=[CH:95][CH:96]=[C:88]2[NH:87][CH:86]=1)[NH:93][CH:92]([C:97]([N:99]1[C:110]2[C:102](=[C:103]4[C:107](=[CH:108][CH:109]=2)[NH:106][CH:105]([C:111]([O:113][CH2:114][CH2:115][C:116]2[CH:121]=[CH:120][C:119]([N+:122]([O-:124])=[O:123])=[CH:118][CH:117]=2)=[O:112])[CH2:104]4)[CH:101]=[CH:100]1)=[O:98])[CH2:91]3. The catalyst is CN(C)C=O. (2) The reactants are [CH3:1][O:2][C:3]1[CH:4]=[C:5]2[C:10](=[CH:11][C:12]=1[O:13][CH3:14])[N:9]=[CH:8][CH:7]=[C:6]2[S:15][C:16]1[S:17][C:18]([NH2:21])=[CH:19][N:20]=1.N1C=CC=CC=1.Cl[C:29](OC1C=CC([N+]([O-])=O)=CC=1)=[O:30].[NH2:41][C:42]1[S:43][CH:44]=[CH:45][N:46]=1. The catalyst is O1CCCC1.CO.C(OCC)(=O)C.O.C(N(CC)CC)C. The product is [CH3:1][O:2][C:3]1[CH:4]=[C:5]2[C:10](=[CH:11][C:12]=1[O:13][CH3:14])[N:9]=[CH:8][CH:7]=[C:6]2[S:15][C:16]1[S:17][C:18]([NH:21][C:29]([NH:41][C:42]2[S:43][CH:44]=[CH:45][N:46]=2)=[O:30])=[CH:19][N:20]=1. The yield is 0.190. (3) The reactants are Cl[CH2:2][CH2:3][CH2:4][S:5]([N:8]1[CH2:13][CH2:12][CH:11]([NH:14][C:15]2[N:20]=[C:19]([C:21]3[N:22]([CH:27]([CH3:29])[CH3:28])[C:23]([CH3:26])=[N:24][CH:25]=3)[CH:18]=[CH:17][N:16]=2)[CH2:10][CH2:9]1)(=[O:7])=[O:6].[I-].[Na+].[NH2:32][CH:33]([CH2:36][CH3:37])[CH2:34][OH:35]. The catalyst is C1COCC1. The product is [CH3:26][C:23]1[N:22]([CH:27]([CH3:29])[CH3:28])[C:21]([C:19]2[CH:18]=[CH:17][N:16]=[C:15]([NH:14][CH:11]3[CH2:12][CH2:13][N:8]([S:5]([CH2:4][CH2:3][CH2:2][NH:32][CH:33]([CH2:36][CH3:37])[CH2:34][OH:35])(=[O:7])=[O:6])[CH2:9][CH2:10]3)[N:20]=2)=[CH:25][N:24]=1. The yield is 0.460. (4) The reactants are O[CH2:2][C:3]1[CH:12]=[N:11][C:10]2[N:9]3[CH2:13][CH2:14][CH2:15][C@H:8]3[C:7](=[O:16])[NH:6][C:5]=2[CH:4]=1.Cl.[Cl:18][C:19]1[CH:20]=[C:21]([CH:26]=[CH:27][C:28]=1[N:29]1[CH2:34][CH2:33][NH:32][CH2:31][CH2:30]1)[C:22]([NH:24][CH3:25])=[O:23].[I-].C(C[P+](C)(C)C)#N.C(N(CC)C(C)C)(C)C. The catalyst is C(#N)CC. The product is [Cl:18][C:19]1[CH:20]=[C:21]([CH:26]=[CH:27][C:28]=1[N:29]1[CH2:30][CH2:31][N:32]([CH2:2][C:3]2[CH:12]=[N:11][C:10]3[N:9]4[CH2:13][CH2:14][CH2:15][C@H:8]4[C:7](=[O:16])[NH:6][C:5]=3[CH:4]=2)[CH2:33][CH2:34]1)[C:22]([NH:24][CH3:25])=[O:23]. The yield is 0.256.